From a dataset of Forward reaction prediction with 1.9M reactions from USPTO patents (1976-2016). Predict the product of the given reaction. (1) The product is: [C:13]([O:17][C:18](=[O:29])[C:19]1[CH:24]=[CH:23][C:22]([O:5][CH2:4][CH2:3][N:2]([CH3:6])[CH3:1])=[CH:21][C:20]=1[N+:26]([O-:28])=[O:27])([CH3:16])([CH3:14])[CH3:15]. Given the reactants [CH3:1][N:2]([CH3:6])[CH2:3][CH2:4][OH:5].CC(C)([O-])C.[K+].[C:13]([O:17][C:18](=[O:29])[C:19]1[CH:24]=[CH:23][C:22](F)=[CH:21][C:20]=1[N+:26]([O-:28])=[O:27])([CH3:16])([CH3:15])[CH3:14].O, predict the reaction product. (2) The product is: [F:36][CH:19]([F:18])[C:20]1[N:28]=[CH:27][C:26]([CH2:29][NH:30][C:31](=[O:35])[CH:32]([CH3:33])[CH3:34])=[CH:25][C:21]=1[C:22]([NH:15][C:10]1[CH:11]=[CH:12][CH:13]=[C:14]2[C:9]=1[N:8]=[CH:7][N:6]=[C:5]2[NH:4][CH2:3][C:2]([F:1])([F:16])[F:17])=[O:23]. Given the reactants [F:1][C:2]([F:17])([F:16])[CH2:3][NH:4][C:5]1[C:14]2[C:9](=[C:10]([NH2:15])[CH:11]=[CH:12][CH:13]=2)[N:8]=[CH:7][N:6]=1.[F:18][CH:19]([F:36])[C:20]1[N:28]=[CH:27][C:26]([CH2:29][NH:30][C:31](=[O:35])[CH:32]([CH3:34])[CH3:33])=[CH:25][C:21]=1[C:22](O)=[O:23].C(Cl)(=O)C(Cl)=O.CCN(C(C)C)C(C)C, predict the reaction product. (3) Given the reactants [NH3:1].CS([C:6]1[N:11]=[C:10]([C:12]2[CH:13]=[C:14]3[CH:30]=[N:29][NH:28][C:15]3=[N:16][C:17]=2[C:18]2[CH:23]=[CH:22][CH:21]=[C:20]([C:24]([F:27])([F:26])[F:25])[CH:19]=2)[CH:9]=[CH:8][N:7]=1)(=O)=O, predict the reaction product. The product is: [NH2:1][C:6]1[N:11]=[C:10]([C:12]2[CH:13]=[C:14]3[CH:30]=[N:29][NH:28][C:15]3=[N:16][C:17]=2[C:18]2[CH:23]=[CH:22][CH:21]=[C:20]([C:24]([F:27])([F:26])[F:25])[CH:19]=2)[CH:9]=[CH:8][N:7]=1. (4) Given the reactants [N:1]([CH:4]1[CH2:12][C:11]2[C:6](=[CH:7][CH:8]=[CH:9][CH:10]=2)[C@@H:5]1[OH:13])=[N+]=[N-], predict the reaction product. The product is: [NH2:1][CH:4]1[CH2:12][C:11]2[C:6](=[CH:7][CH:8]=[CH:9][CH:10]=2)[C@@H:5]1[OH:13]. (5) The product is: [Cl:1][C:2]1[CH:7]=[CH:6][CH:5]=[C:4]([Cl:8])[C:3]=1[C:9]1[S:10][C:11]2[C:16]([NH:37][C:28]([CH:22]3[CH2:23][CH2:24]3)=[O:49])=[N:15][CH:14]=[N:13][C:12]=2[N:19]=1. Given the reactants [Cl:1][C:2]1[CH:7]=[CH:6][CH:5]=[C:4]([Cl:8])[C:3]=1[C:9]1[S:10][C:11]2[C:16](SC)=[N:15][CH:14]=[N:13][C:12]=2[N:19]=1.ClC1C=C[CH:24]=[C:23](Cl)[C:22]=1[C:28]1SC2C(S)=NC=NC=2[N:37]=1.C(N(CC)CC)C.CI.C([OH:49])C, predict the reaction product. (6) Given the reactants C[O:2][C:3](=[O:34])[CH2:4][C:5]([C:8]1[CH:13]=[CH:12][C:11]([O:14][CH2:15][CH2:16][CH:17]([O:19][C:20]2[CH:25]=[CH:24][C:23]([Cl:26])=[CH:22][C:21]=2[O:27][C:28]2[CH:33]=[CH:32][CH:31]=[CH:30][CH:29]=2)[CH3:18])=[CH:10][CH:9]=1)([CH3:7])[CH3:6].[OH-].[Na+].Cl, predict the reaction product. The product is: [Cl:26][C:23]1[CH:24]=[CH:25][C:20]([O:19][C@H:17]([CH3:18])[CH2:16][CH2:15][O:14][C:11]2[CH:10]=[CH:9][C:8]([C:5]([CH3:7])([CH3:6])[CH2:4][C:3]([OH:34])=[O:2])=[CH:13][CH:12]=2)=[C:21]([O:27][C:28]2[CH:29]=[CH:30][CH:31]=[CH:32][CH:33]=2)[CH:22]=1.